Dataset: Catalyst prediction with 721,799 reactions and 888 catalyst types from USPTO. Task: Predict which catalyst facilitates the given reaction. (1) Reactant: C([O-])([O-])=O.[K+].[K+].Cl[CH2:8][C:9]1[CH:14]=[C:13]([OH:15])[N:12]2[N:16]=[C:17]([C:19]3[O:20][CH:21]=[CH:22][CH:23]=3)[CH:18]=[C:11]2[N:10]=1.[N:24]1[CH:29]=[CH:28][C:27]([SH:30])=[CH:26][CH:25]=1.C(O)(=O)C. Product: [O:20]1[CH:21]=[CH:22][CH:23]=[C:19]1[C:17]1[CH:18]=[C:11]2[N:10]=[C:9]([CH2:8][S:30][C:27]3[CH:28]=[CH:29][N:24]=[CH:25][CH:26]=3)[CH:14]=[C:13]([OH:15])[N:12]2[N:16]=1. The catalyst class is: 3. (2) Reactant: [CH:1]1[C:10]2[C:5](=[CH:6][CH:7]=[CH:8][CH:9]=2)[CH:4]=[CH:3][N:2]=1.[Cl:11][C:12]([O:14][CH2:15][CH3:16])=[O:13]. Product: [Cl-:11].[C:1]1([C:12]([O:14][CH2:15][CH3:16])=[O:13])[C:10]2[C:5](=[CH:6][CH:7]=[CH:8][CH:9]=2)[CH:4]=[CH:3][N:2]=1. The catalyst class is: 1.